From a dataset of Full USPTO retrosynthesis dataset with 1.9M reactions from patents (1976-2016). Predict the reactants needed to synthesize the given product. (1) The reactants are: [CH2:1]([O:8][N:9]([CH2:12][C:13]1([C:21]([OH:23])=O)[CH2:16][CH:15]([CH2:17][CH2:18][CH2:19][CH3:20])[CH2:14]1)[CH:10]=[O:11])[C:2]1[CH:7]=[CH:6][CH:5]=[CH:4][CH:3]=1.[NH:24]([C:26]1[N:31]=[C:30]([C:32]([F:35])([F:34])[F:33])[CH:29]=[CH:28][N:27]=1)[NH2:25].CN1CCOCC1.C1C=NC2N(O)N=NC=2C=1.Cl.CN(C)CCCN=C=NCC. Given the product [CH2:1]([O:8][N:9]([CH2:12][C:13]1([C:21]([NH:25][NH:24][C:26]2[N:31]=[C:30]([C:32]([F:34])([F:33])[F:35])[CH:29]=[CH:28][N:27]=2)=[O:23])[CH2:14][CH:15]([CH2:17][CH2:18][CH2:19][CH3:20])[CH2:16]1)[CH:10]=[O:11])[C:2]1[CH:3]=[CH:4][CH:5]=[CH:6][CH:7]=1, predict the reactants needed to synthesize it. (2) Given the product [Cl:14][C:15]1[N:16]=[C:17]([NH:1][CH:2]([C:4]2[CH:5]=[C:6]([CH:11]=[CH:12][CH:13]=2)[C:7]([O:9][CH3:10])=[O:8])[CH3:3])[CH:18]=[N:19][CH:20]=1, predict the reactants needed to synthesize it. The reactants are: [NH2:1][CH:2]([C:4]1[CH:5]=[C:6]([CH:11]=[CH:12][CH:13]=1)[C:7]([O:9][CH3:10])=[O:8])[CH3:3].[Cl:14][C:15]1[CH:20]=[N:19][CH:18]=[C:17](Cl)[N:16]=1.C(=O)([O-])[O-].[K+].[K+]. (3) Given the product [Si:1]([O:18][C:19]1[CH:20]=[C:21]([C:25]([C:27]2[N:28]([C:48]3[CH:47]=[CH:46][CH:45]=[C:44]([O:43][CH3:42])[CH:49]=3)[N:29]=[C:30]3[C:35]=2[CH:34]=[CH:33][CH:32]=[CH:31]3)=[O:26])[CH:22]=[CH:23][CH:24]=1)([C:14]([CH3:16])([CH3:17])[CH3:15])([C:8]1[CH:13]=[CH:12][CH:11]=[CH:10][CH:9]=1)[C:2]1[CH:7]=[CH:6][CH:5]=[CH:4][CH:3]=1, predict the reactants needed to synthesize it. The reactants are: [Si:1]([O:18][C:19]1[CH:20]=[C:21]([C:25]([C:27]2[C:35]3[C:30](=[CH:31][CH:32]=[CH:33][CH:34]=3)[NH:29][N:28]=2)=[O:26])[CH:22]=[CH:23][CH:24]=1)([C:14]([CH3:17])([CH3:16])[CH3:15])([C:8]1[CH:13]=[CH:12][CH:11]=[CH:10][CH:9]=1)[C:2]1[CH:7]=[CH:6][CH:5]=[CH:4][CH:3]=1.N1C=CC=CC=1.[CH3:42][O:43][C:44]1[CH:45]=[C:46](B(O)O)[CH:47]=[CH:48][CH:49]=1. (4) Given the product [CH2:23]1[O:24][C:16]2[CH:15]=[CH:14][C:19]([CH:20]=[N:5][CH2:4][CH:3]([O:6][CH3:7])[O:2][CH3:1])=[CH:18][C:17]=2[O:22]1, predict the reactants needed to synthesize it. The reactants are: [CH3:1][O:2][CH:3]([O:6][CH3:7])[CH2:4][NH2:5].[O-]S([O-])(=O)=O.[Mg+2].[CH:14]1[C:19]([CH:20]=O)=[CH:18][C:17]2[O:22][CH2:23][O:24][C:16]=2[CH:15]=1.